From a dataset of Catalyst prediction with 721,799 reactions and 888 catalyst types from USPTO. Predict which catalyst facilitates the given reaction. (1) Reactant: C([N:8]1[C:13](=[O:14])[CH2:12][O:11][C:10]2[N:15]=[CH:16][C:17]([Br:19])=[CH:18][C:9]1=2)C1C=CC=CC=1.C(=O)([O-])[O-].[Cs+].[Cs+].C(Br)C1C=CC=CC=1. Product: [Br:19][C:17]1[CH:16]=[N:15][C:10]2[O:11][CH2:12][C:13](=[O:14])[NH:8][C:9]=2[CH:18]=1. The catalyst class is: 3. (2) Reactant: [NH2:1][C:2]1[CH:3]=[CH:4][C:5]([O:12][CH2:13][CH2:14][CH:15]([C:22]2[CH:27]=[CH:26][CH:25]=[CH:24][CH:23]=2)[C:16]2[CH:21]=[CH:20][CH:19]=[CH:18][CH:17]=2)=[C:6]([C:8](=[O:11])[CH2:9][CH3:10])[CH:7]=1.[CH3:28][O:29][C:30]1[CH:31]=[C:32]([N:38]=[C:39]=[O:40])[CH:33]=[CH:34][C:35]=1[O:36][CH3:37]. Product: [CH3:28][O:29][C:30]1[CH:31]=[C:32]([NH:38][C:39]([NH:1][C:2]2[CH:3]=[CH:4][C:5]([O:12][CH2:13][CH2:14][CH:15]([C:16]3[CH:17]=[CH:18][CH:19]=[CH:20][CH:21]=3)[C:22]3[CH:23]=[CH:24][CH:25]=[CH:26][CH:27]=3)=[C:6]([C:8](=[O:11])[CH2:9][CH3:10])[CH:7]=2)=[O:40])[CH:33]=[CH:34][C:35]=1[O:36][CH3:37]. The catalyst class is: 1. (3) Reactant: C([O:5][C:6](=[O:38])[CH2:7][O:8][C:9]1[CH:14]=[C:13]([Cl:15])[CH:12]=[CH:11][C:10]=1[O:16][CH2:17][C:18]([N:20]1[CH2:25][CH2:24][N:23]([CH2:26][C:27]2[CH:32]=[CH:31][C:30]([F:33])=[CH:29][CH:28]=2)[CH2:22][C@H:21]1[CH2:34][C:35](=[O:37])[NH2:36])=[O:19])(C)(C)C. Product: [C:35]([CH2:34][C@@H:21]1[CH2:22][N:23]([CH2:26][C:27]2[CH:32]=[CH:31][C:30]([F:33])=[CH:29][CH:28]=2)[CH2:24][CH2:25][N:20]1[C:18](=[O:19])[CH2:17][O:16][C:10]1[CH:11]=[CH:12][C:13]([Cl:15])=[CH:14][C:9]=1[O:8][CH2:7][C:6]([OH:38])=[O:5])(=[O:37])[NH2:36]. The catalyst class is: 281. (4) Reactant: [CH3:1]OP(C(=[N+]=[N-])C(=O)C)(=O)OC.[C:13]([N:20]1[CH2:26][CH2:25][CH2:24][C@H:21]1[CH:22]=O)([O:15][C:16]([CH3:19])([CH3:18])[CH3:17])=[O:14].C([O-])([O-])=O.[K+].[K+]. Product: [C:16]([O:15][C:13]([N:20]1[CH2:26][CH2:25][CH2:24][C@H:21]1[C:22]#[CH:1])=[O:14])([CH3:19])([CH3:18])[CH3:17]. The catalyst class is: 5.